This data is from Catalyst prediction with 721,799 reactions and 888 catalyst types from USPTO. The task is: Predict which catalyst facilitates the given reaction. (1) Reactant: [Br:1][C:2]1[C:3]([CH3:10])=[C:4]([CH2:8][NH2:9])[CH:5]=[CH:6][CH:7]=1.C(=O)([O-])[O-].[Na+].[Na+].[CH3:17][C:18]([O:21][C:22](O[C:22]([O:21][C:18]([CH3:20])([CH3:19])[CH3:17])=[O:23])=[O:23])([CH3:20])[CH3:19]. Product: [Br:1][C:2]1[C:3]([CH3:10])=[C:4]([CH2:8][NH:9][C:22](=[O:23])[O:21][C:18]([CH3:20])([CH3:19])[CH3:17])[CH:5]=[CH:6][CH:7]=1. The catalyst class is: 2. (2) Reactant: C([N:3]([CH2:6]C)[CH2:4][CH3:5])C.[NH2:8][C:9](=[O:32])[C@@H:10]([NH:17][C:18]([C@@H:20]1[CH2:25][CH2:24][CH2:23][CH2:22][C@H:21]1[N:26]1[CH2:31][CH2:30][NH:29][CH2:28][CH2:27]1)=[O:19])[C:11]1[CH:16]=[CH:15][CH:14]=[CH:13][CH:12]=1.[F:33][C:34]1[CH:43]=CC(CN=C=O)=[CH:36][CH:35]=1.[OH2:44]. Product: [NH2:8][C:9](=[O:32])[C@@H:10]([NH:17][C:18]([C@@H:20]1[CH2:25][CH2:24][CH2:23][CH2:22][C@H:21]1[N:26]1[CH2:27][CH2:28][N:29]([C:6]([NH:3][C:4]2[CH:5]=[CH:43][C:34]([F:33])=[CH:35][CH:36]=2)=[O:44])[CH2:30][CH2:31]1)=[O:19])[C:11]1[CH:12]=[CH:13][CH:14]=[CH:15][CH:16]=1. The catalyst class is: 143. (3) Reactant: [Cl:1][CH2:2][C:3](Cl)=[O:4].[CH3:6][NH:7][CH2:8][CH2:9][C:10]1[CH:15]=[CH:14][CH:13]=[CH:12][CH:11]=1.C(N(CC)CC)C. Product: [Cl:1][CH2:2][C:3]([N:7]([CH3:6])[CH2:8][CH2:9][C:10]1[CH:15]=[CH:14][CH:13]=[CH:12][CH:11]=1)=[O:4]. The catalyst class is: 4. (4) Reactant: [F:1][C:2]([F:15])([F:14])[S:3]([O:6]S(C(F)(F)F)(=O)=O)(=[O:5])=[O:4].N1C=CC=CC=1.O[C:23]1[CH:32]=[C:31]2[C:26]([C:27](=[O:34])[C:28]([CH3:33])=[CH:29][O:30]2)=[CH:25][CH:24]=1. Product: [F:1][C:2]([F:15])([F:14])[S:3]([O:6][C:23]1[CH:32]=[C:31]2[C:26]([C:27](=[O:34])[C:28]([CH3:33])=[CH:29][O:30]2)=[CH:25][CH:24]=1)(=[O:5])=[O:4]. The catalyst class is: 6.